Dataset: Forward reaction prediction with 1.9M reactions from USPTO patents (1976-2016). Task: Predict the product of the given reaction. Given the reactants Cl[C:2]1[CH:7]=[C:6]([N:8]2[CH:12]=[C:11]([C:13]#[C:14][C:15]3[CH:20]=[CH:19][N:18]=[C:17]([Cl:21])[CH:16]=3)[N:10]=[C:9]2[CH3:22])[CH:5]=[CH:4][N:3]=1.[OH-:23].[K+], predict the reaction product. The product is: [Cl:21][C:17]1[CH:16]=[C:15]([C:14]#[C:13][C:11]2[N:10]=[C:9]([CH3:22])[N:8]([C:6]3[CH:5]=[CH:4][NH:3][C:2](=[O:23])[CH:7]=3)[CH:12]=2)[CH:20]=[CH:19][N:18]=1.